This data is from Forward reaction prediction with 1.9M reactions from USPTO patents (1976-2016). The task is: Predict the product of the given reaction. (1) Given the reactants [Br:1][C:2]1[CH:3]=[C:4]([C:8]([O:10][CH3:11])=[O:9])[O:5][C:6]=1Br.C([Mg]Cl)(C)C.O, predict the reaction product. The product is: [Br:1][C:2]1[CH:3]=[C:4]([C:8]([O:10][CH3:11])=[O:9])[O:5][CH:6]=1. (2) Given the reactants [C:1]([O:5][C:6](=[O:29])[NH:7][C:8]([C:10]1[S:11][C:12]([S:27][CH3:28])=[C:13]([S:15]([C:18]2[CH:23]=[CH:22][CH:21]=[C:20](B(O)O)[CH:19]=2)(=[O:17])=[O:16])[CH:14]=1)=[NH:9])([CH3:4])([CH3:3])[CH3:2].I[C:31]1[C:39]2[N:38]=[CH:37][N:36]([CH2:40][O:41][CH2:42][CH2:43][Si:44]([CH3:47])([CH3:46])[CH3:45])[C:35]=2[CH:34]=[CH:33][C:32]=1[CH3:48].C([O-])([O-])=O.[Na+].[Na+].C1(C)C=CC=CC=1.O, predict the reaction product. The product is: [C:1]([O:5][C:6](=[O:29])[NH:7][C:8](=[NH:9])[C:10]1[S:11][C:12]([S:27][CH3:28])=[C:13]([S:15]([C:18]2[CH:23]=[CH:22][CH:21]=[C:20]([C:31]3[C:39]4[N:38]=[CH:37][N:36]([CH2:40][O:41][CH2:42][CH2:43][Si:44]([CH3:47])([CH3:46])[CH3:45])[C:35]=4[CH:34]=[CH:33][C:32]=3[CH3:48])[CH:19]=2)(=[O:17])=[O:16])[CH:14]=1)([CH3:4])([CH3:3])[CH3:2]. (3) Given the reactants C(=O)([O-])[O-].[K+].[K+].[Cl:7][C:8]1[CH:13]=[C:12]([N+:14]([O-:16])=[O:15])[CH:11]=[CH:10][C:9]=1[OH:17].Cl.Cl[CH2:20][CH2:21][N:22]([CH2:25][CH3:26])[CH2:23][CH3:24], predict the reaction product. The product is: [Cl:7][C:8]1[CH:13]=[C:12]([N+:14]([O-:16])=[O:15])[CH:11]=[CH:10][C:9]=1[O:17][CH2:20][CH2:21][N:22]([CH2:25][CH3:26])[CH2:23][CH3:24]. (4) Given the reactants [NH2:1][C:2]1[CH:3]=[C:4]([CH:19]=[CH:20][CH:21]=1)[O:5][C:6]1[C:15]2[C:10](=[CH:11][C:12]([OH:18])=[C:13]([O:16][CH3:17])[CH:14]=2)[N:9]=[CH:8][N:7]=1.[C:22]([C:26]1[O:30][N:29]=[C:28]([NH:31][C:32](=O)[O:33]C2C=CC=CC=2)[CH:27]=1)([CH3:25])([CH3:24])[CH3:23], predict the reaction product. The product is: [C:22]([C:26]1[O:30][N:29]=[C:28]([NH:31][C:32]([NH:1][C:2]2[CH:21]=[CH:20][CH:19]=[C:4]([O:5][C:6]3[C:15]4[C:10](=[CH:11][C:12]([OH:18])=[C:13]([O:16][CH3:17])[CH:14]=4)[N:9]=[CH:8][N:7]=3)[CH:3]=2)=[O:33])[CH:27]=1)([CH3:25])([CH3:23])[CH3:24]. (5) Given the reactants [F:1][C:2]([F:25])([C:21]([F:24])([F:23])[F:22])[CH2:3][CH2:4][CH2:5][CH2:6][CH2:7][CH2:8][O:9][CH2:10][CH2:11][CH2:12][CH2:13][CH2:14][CH2:15][CH2:16][CH2:17][CH2:18][CH:19]=[CH2:20].B1C2CCCC1CCC2.[OH:35]O.[OH-].[Na+], predict the reaction product. The product is: [F:1][C:2]([F:25])([C:21]([F:22])([F:23])[F:24])[CH2:3][CH2:4][CH2:5][CH2:6][CH2:7][CH2:8][O:9][CH2:10][CH2:11][CH2:12][CH2:13][CH2:14][CH2:15][CH2:16][CH2:17][CH2:18][CH2:19][CH2:20][OH:35]. (6) Given the reactants [C:1]1([CH:7]2[NH:12][CH2:11][CH2:10][N:9]([CH2:13][C:14]3[CH:19]=[CH:18][C:17]([C:20]4[CH:25]=[CH:24][CH:23]=[CH:22][C:21]=4[C:26]([F:29])([F:28])[F:27])=[CH:16][CH:15]=3)[CH2:8]2)[CH:6]=[CH:5][CH:4]=[CH:3][CH:2]=1.C(O[BH-](O[C:40](=O)[CH3:41])OC(=O)C)(=O)C.[Na+].[C:44](O)(=O)C, predict the reaction product. The product is: [CH:40]([N:12]1[CH2:11][CH2:10][N:9]([CH2:13][C:14]2[CH:19]=[CH:18][C:17]([C:20]3[CH:25]=[CH:24][CH:23]=[CH:22][C:21]=3[C:26]([F:28])([F:29])[F:27])=[CH:16][CH:15]=2)[CH2:8][CH:7]1[C:1]1[CH:2]=[CH:3][CH:4]=[CH:5][CH:6]=1)([CH3:41])[CH3:44]. (7) Given the reactants [Cl:1][C:2]1[C:6]([S:7](Cl)(=[O:9])=[O:8])=[CH:5][N:4]([CH2:11][CH3:12])[N:3]=1.[OH-].[NH4+:14], predict the reaction product. The product is: [Cl:1][C:2]1[C:6]([S:7]([NH2:14])(=[O:9])=[O:8])=[CH:5][N:4]([CH2:11][CH3:12])[N:3]=1.